Dataset: Forward reaction prediction with 1.9M reactions from USPTO patents (1976-2016). Task: Predict the product of the given reaction. (1) The product is: [CH3:19][O:1][C@H:2]1[CH2:3][CH2:4][C@H:5]([C:8]2[CH:17]=[CH:16][C:11]([C:12]([O:14][CH3:15])=[O:13])=[C:10]([CH3:18])[CH:9]=2)[CH2:6][CH2:7]1. Given the reactants [OH:1][C@H:2]1[CH2:7][CH2:6][C@H:5]([C:8]2[CH:17]=[CH:16][C:11]([C:12]([O:14][CH3:15])=[O:13])=[C:10]([CH3:18])[CH:9]=2)[CH2:4][CH2:3]1.[C:19](C1C=CC=C(C(C)(C)C)N=1)(C)(C)C.IC, predict the reaction product. (2) Given the reactants [CH2:1]([CH2:8][NH2:9])[C:2]1[CH:7]=[CH:6][CH:5]=[CH:4][CH:3]=1.C(Cl)(Cl)Cl.[CH3:14][OH:15], predict the reaction product. The product is: [CH2:1]([CH2:8][NH:9][CH:1]1[CH2:2][CH2:3][O:15][CH2:14][CH2:8]1)[C:2]1[CH:7]=[CH:6][CH:5]=[CH:4][CH:3]=1. (3) Given the reactants [NH2:1][C:2]1[C:7]([C:8]([NH2:10])=[O:9])=[C:6]([N:11]2[CH2:16][CH2:15][CH:14]([C:17]3[N:18]([CH3:33])[CH:19]=[C:20]([C:22]4[CH:27]=[CH:26][C:25]([F:28])=[C:24]([C:29]([F:32])([F:31])[F:30])[CH:23]=4)[N:21]=3)[CH2:13][CH2:12]2)[N:5]=[CH:4][N:3]=1.NC1C(C#N)=C(N2CCC(C3N(C[CH2:66][NH:67][C:68]([CH3:71])([CH3:70])[CH3:69])C=C(C4C=CC(F)=C(C(F)(F)F)C=4)N=3)CC2)N=CN=1, predict the reaction product. The product is: [NH2:1][C:2]1[C:7]([C:8]([NH2:10])=[O:9])=[C:6]([N:11]2[CH2:16][CH2:15][CH:14]([C:17]3[N:18]([CH2:33][CH2:66][NH:67][C:68]([CH3:71])([CH3:70])[CH3:69])[CH:19]=[C:20]([C:22]4[CH:27]=[CH:26][C:25]([F:28])=[C:24]([C:29]([F:32])([F:31])[F:30])[CH:23]=4)[N:21]=3)[CH2:13][CH2:12]2)[N:5]=[CH:4][N:3]=1. (4) Given the reactants [ClH:1].[CH3:2][O:3][C:4]1[CH:5]=[C:6]([C:12]2[C@@H:21]3[C@@H:16]([CH2:17][CH2:18][CH2:19][CH2:20]3)[C:15](=[O:22])[N:14]([CH:23]3[CH2:28][CH2:27][N:26]([C:29](=[O:47])[C@H:30]([NH:39]C(=O)OC(C)(C)C)[CH2:31][C:32]4[CH:37]=[CH:36][C:35]([OH:38])=[CH:34][CH:33]=4)[CH2:25][CH2:24]3)[N:13]=2)[CH:7]=[CH:8][C:9]=1[O:10][CH3:11], predict the reaction product. The product is: [ClH:1].[NH2:39][C@H:30]([CH2:31][C:32]1[CH:33]=[CH:34][C:35]([OH:38])=[CH:36][CH:37]=1)[C:29]([N:26]1[CH2:25][CH2:24][CH:23]([N:14]2[N:13]=[C:12]([C:6]3[CH:7]=[CH:8][C:9]([O:10][CH3:11])=[C:4]([O:3][CH3:2])[CH:5]=3)[C@@H:21]3[C@@H:16]([CH2:17][CH2:18][CH2:19][CH2:20]3)[C:15]2=[O:22])[CH2:28][CH2:27]1)=[O:47]. (5) Given the reactants [Cl:1][C:2]1[CH:3]=[C:4]([CH2:9][C:10]([NH:12][NH:13][C:14](=O)[CH2:15][O:16][C:17]2[CH:18]=[C:19]3[C:24](=[CH:25][CH:26]=2)[NH:23][C:22](=[O:27])[CH:21]=[CH:20]3)=[O:11])[CH:5]=[CH:6][C:7]=1[Cl:8].S(Cl)(C1C=CC(C)=CC=1)(=O)=O, predict the reaction product. The product is: [Cl:1][C:2]1[CH:3]=[C:4]([CH:5]=[CH:6][C:7]=1[Cl:8])[CH2:9][C:10]1[O:11][C:14]([CH2:15][O:16][C:17]2[CH:18]=[C:19]3[C:24](=[CH:25][CH:26]=2)[NH:23][C:22](=[O:27])[CH:21]=[CH:20]3)=[N:13][N:12]=1. (6) Given the reactants [NH2:1][C:2]1[C:3]([NH:13][CH2:14][CH2:15][CH2:16][OH:17])=[C:4]([CH:9]=[CH:10][C:11]=1[Cl:12])[C:5]([O:7][CH3:8])=[O:6].[N:18]([C:21]1[C:22]([O:30][CH3:31])=[N:23][C:24]([CH3:29])=[N:25][C:26]=1[O:27][CH3:28])=[C:19]=[S:20], predict the reaction product. The product is: [Cl:12][C:11]1[CH:10]=[CH:9][C:4]([C:5]([O:7][CH3:8])=[O:6])=[C:3]([NH:13][CH2:14][CH2:15][CH2:16][OH:17])[C:2]=1[NH:1][C:19](=[S:20])[NH:18][C:21]1[C:26]([O:27][CH3:28])=[N:25][C:24]([CH3:29])=[N:23][C:22]=1[O:30][CH3:31].